The task is: Binary Classification. Given a miRNA mature sequence and a target amino acid sequence, predict their likelihood of interaction.. This data is from Experimentally validated miRNA-target interactions with 360,000+ pairs, plus equal number of negative samples. The protein sequence of the target gene is MGSEQSSEAESRPNDLNSSVTPSPAKHRAKMDDIVVVAQGSQASRNVSNDPDVIKLQEIPTFQPLLKGLLSGQTSPTNAKLEKLDSQQVLQLCLRYQDHLHQCAEAVAFDQNALVKRIKEMDLSVETLFSFMQERQKRYAKYAEQIQKVNEMSAILRRIQMGIDQTVPLLDRLNSMLPEGERLEPFSMKPDRELRL. The miRNA is hsa-miR-640 with sequence AUGAUCCAGGAACCUGCCUCU. Result: 1 (interaction).